Dataset: CYP2D6 substrate classification data from Carbon-Mangels et al.. Task: Regression/Classification. Given a drug SMILES string, predict its absorption, distribution, metabolism, or excretion properties. Task type varies by dataset: regression for continuous measurements (e.g., permeability, clearance, half-life) or binary classification for categorical outcomes (e.g., BBB penetration, CYP inhibition). Dataset: cyp2d6_substrate_carbonmangels. (1) The compound is COCc1c(C(C)C)nc(C(C)C)c(/C=C\[C@@H](O)C[C@@H](O)CC(=O)O)c1-c1ccc(F)cc1. The result is 0 (non-substrate). (2) The drug is CC(C)=CCN1CC[C@]2(C)c3cc(O)ccc3C[C@H]1[C@H]2C. The result is 1 (substrate). (3) The result is 1 (substrate). The drug is NCC[C@@H](Oc1ccc(C(F)(F)F)cc1)c1ccccc1. (4) The drug is CCN(CC)CCC[C@@H](C)Nc1c2ccc(Cl)cc2nc2ccc(OC)cc12. The result is 0 (non-substrate). (5) The drug is CC(C)(C)NC(=O)[C@H]1CC[C@H]2[C@@H]3CC[C@H]4NC(=O)C=C[C@]4(C)[C@H]3CC[C@]12C. The result is 0 (non-substrate). (6) The drug is CC(C)(O)c1ccccc1CC[C@@H](SCC1(CC(=O)O)CC1)c1cccc(/C=C\c2ccc3ccc(Cl)cc3n2)c1. The result is 0 (non-substrate). (7) The drug is CCC(=O)N(c1ccccc1)C1(COC)CCN(CCn2nnn(CC)c2=O)CC1. The result is 0 (non-substrate).